This data is from NCI-60 drug combinations with 297,098 pairs across 59 cell lines. The task is: Regression. Given two drug SMILES strings and cell line genomic features, predict the synergy score measuring deviation from expected non-interaction effect. Cell line: OVCAR3. Drug 2: CC(C)(C#N)C1=CC=C(C=C1)N2C3=C4C=C(C=CC4=NC=C3N(C2=O)C)C5=CC6=CC=CC=C6N=C5. Drug 1: C1=CC=C(C=C1)NC(=O)CCCCCCC(=O)NO. Synergy scores: CSS=85.6, Synergy_ZIP=1.91, Synergy_Bliss=1.49, Synergy_Loewe=0.397, Synergy_HSA=4.88.